From a dataset of NCI-60 drug combinations with 297,098 pairs across 59 cell lines. Regression. Given two drug SMILES strings and cell line genomic features, predict the synergy score measuring deviation from expected non-interaction effect. (1) Drug 1: C1=NC2=C(N=C(N=C2N1C3C(C(C(O3)CO)O)O)F)N. Drug 2: CN(CCCl)CCCl.Cl. Cell line: NCI-H226. Synergy scores: CSS=-3.48, Synergy_ZIP=1.99, Synergy_Bliss=1.10, Synergy_Loewe=-4.93, Synergy_HSA=-3.46. (2) Drug 1: CC12CCC3C(C1CCC2=O)CC(=C)C4=CC(=O)C=CC34C. Drug 2: CCN(CC)CCNC(=O)C1=C(NC(=C1C)C=C2C3=C(C=CC(=C3)F)NC2=O)C. Cell line: COLO 205. Synergy scores: CSS=61.1, Synergy_ZIP=2.78, Synergy_Bliss=5.54, Synergy_Loewe=1.53, Synergy_HSA=2.34. (3) Drug 1: C1CCN(CC1)CCOC2=CC=C(C=C2)C(=O)C3=C(SC4=C3C=CC(=C4)O)C5=CC=C(C=C5)O. Drug 2: CCC1(C2=C(COC1=O)C(=O)N3CC4=CC5=C(C=CC(=C5CN(C)C)O)N=C4C3=C2)O.Cl. Cell line: SF-295. Synergy scores: CSS=25.1, Synergy_ZIP=-6.28, Synergy_Bliss=-5.08, Synergy_Loewe=-28.9, Synergy_HSA=-5.64. (4) Synergy scores: CSS=48.7, Synergy_ZIP=-3.32, Synergy_Bliss=-4.71, Synergy_Loewe=-3.25, Synergy_HSA=-1.76. Drug 1: CCC1=CC2CC(C3=C(CN(C2)C1)C4=CC=CC=C4N3)(C5=C(C=C6C(=C5)C78CCN9C7C(C=CC9)(C(C(C8N6C)(C(=O)OC)O)OC(=O)C)CC)OC)C(=O)OC.C(C(C(=O)O)O)(C(=O)O)O. Drug 2: COC1=CC(=CC(=C1O)OC)C2C3C(COC3=O)C(C4=CC5=C(C=C24)OCO5)OC6C(C(C7C(O6)COC(O7)C8=CC=CS8)O)O. Cell line: HCT-15.